Dataset: Full USPTO retrosynthesis dataset with 1.9M reactions from patents (1976-2016). Task: Predict the reactants needed to synthesize the given product. (1) Given the product [F:18][C:14]1[CH:13]=[C:12]([C:10]2[O:9][C:7]3[N:8]=[C:3]([CH2:2][C:28]4[CH:29]=[CH:30][C:25]([C:24]([F:35])([F:34])[F:23])=[CH:26][CH:27]=4)[N:4]=[C:5]([O:19][CH2:20][CH2:21][CH3:22])[C:6]=3[N:11]=2)[CH:17]=[CH:16][CH:15]=1, predict the reactants needed to synthesize it. The reactants are: Br[CH2:2][C:3]1[N:4]=[C:5]([O:19][CH2:20][CH2:21][CH3:22])[C:6]2[N:11]=[C:10]([C:12]3[CH:17]=[CH:16][CH:15]=[C:14]([F:18])[CH:13]=3)[O:9][C:7]=2[N:8]=1.[F:23][C:24]([F:35])([F:34])[C:25]1[CH:30]=[CH:29][C:28](B(O)O)=[CH:27][CH:26]=1.P([O-])([O-])([O-])=O.[K+].[K+].[K+].C1(P(C2CCCCC2)C2CCCCC2)CCCCC1. (2) Given the product [Cl:21][C:22]1[C:27]([O:13][CH:10]2[CH2:11][CH2:12][N:8]([C:1]([O:3][C:4]([CH3:7])([CH3:6])[CH3:5])=[O:2])[CH2:9]2)=[N:26][CH:25]=[CH:24][N:23]=1, predict the reactants needed to synthesize it. The reactants are: [C:1]([N:8]1[CH2:12][CH2:11][CH:10]([OH:13])[CH2:9]1)([O:3][C:4]([CH3:7])([CH3:6])[CH3:5])=[O:2].CN(C=O)C.[H-].[Na+].[Cl:21][C:22]1[C:27](Cl)=[N:26][CH:25]=[CH:24][N:23]=1. (3) Given the product [CH2:1]([O:8][C:9]1[C:17]2[C:16](=[O:18])[N:15]([CH2:19][C:20]3[CH:25]=[CH:24][C:23]([F:26])=[CH:22][CH:21]=3)[N:14]=[C:13]([O:27][CH3:35])[C:12]=2[N:11]2[CH2:28][CH2:29][N:30]([CH3:33])[C:31](=[O:32])[C:10]=12)[C:2]1[CH:3]=[CH:4][CH:5]=[CH:6][CH:7]=1, predict the reactants needed to synthesize it. The reactants are: [CH2:1]([O:8][C:9]1[C:17]2[C:16](=[O:18])[N:15]([CH2:19][C:20]3[CH:25]=[CH:24][C:23]([F:26])=[CH:22][CH:21]=3)[N:14]=[C:13]([OH:27])[C:12]=2[N:11]2[CH2:28][CH2:29][N:30]([CH3:33])[C:31](=[O:32])[C:10]=12)[C:2]1[CH:7]=[CH:6][CH:5]=[CH:4][CH:3]=1.Cl[CH2:35]Cl.CO.C[Si](C=[N+]=[N-])(C)C. (4) Given the product [F:13][C:4]1[CH:5]=[C:6]([C:8]2[NH:12][N:11]=[N:10][N:9]=2)[CH:7]=[C:2]([F:1])[C:3]=1[N:14]1[CH2:19][CH2:18][CH:17]([CH2:20][NH:21][C@@H:29]([C:31]2[C:40]3[C:35](=[CH:36][CH:37]=[CH:38][CH:39]=3)[CH:34]=[CH:33][CH:32]=2)[CH3:30])[CH:16]([C:41]2[CH:42]=[CH:43][CH:44]=[CH:45][CH:46]=2)[CH2:15]1, predict the reactants needed to synthesize it. The reactants are: [F:1][C:2]1[CH:7]=[C:6]([C:8]2[NH:12][N:11]=[N:10][N:9]=2)[CH:5]=[C:4]([F:13])[C:3]=1[N:14]1[CH2:19][CH2:18][CH:17]([CH2:20][N:21]([C@@H:29]([C:31]2[C:40]3[C:35](=[CH:36][CH:37]=[CH:38][CH:39]=3)[CH:34]=[CH:33][CH:32]=2)[CH3:30])C(=O)OC(C)(C)C)[CH:16]([C:41]2[CH:46]=[CH:45][CH:44]=[CH:43][CH:42]=2)[CH2:15]1.Cl.O1CCOCC1. (5) Given the product [CH3:6][C@@H:7]1[CH2:19][N:18]([C:23](=[O:25])[CH3:24])[CH2:17][C@@H:16]2[N:8]1[C:9]1[N:10]=[C:11]3[CH2:22][O:21][CH2:20][C:12]3=[CH:13][C:14]=1[CH2:15]2, predict the reactants needed to synthesize it. The reactants are: P(O)(O)(O)=O.[CH3:6][C@@H:7]1[CH2:19][NH:18][CH2:17][C@@H:16]2[N:8]1[C:9]1[N:10]=[C:11]3[CH2:22][O:21][CH2:20][C:12]3=[CH:13][C:14]=1[CH2:15]2.[C:23](OC(=O)C)(=[O:25])[CH3:24].[OH-].[Na+]. (6) Given the product [CH2:5]1[C:1]2([CH2:5][C:1](=[O:6])[CH2:2][CH2:3][O:6]2)[CH2:2][CH2:3][CH2:4]1, predict the reactants needed to synthesize it. The reactants are: [C:1]1(=[O:6])[CH2:5][CH2:4][CH2:3][CH2:2]1. (7) The reactants are: [Br:1]Br.O1CCOCC1.[CH3:9][C:10]1([C:15]2([C:18]([NH:20][C@@H:21]([C:23]3[CH:28]=[CH:27][CH:26]=[CH:25][CH:24]=3)[CH3:22])=[O:19])[CH2:17][CH2:16]2)[O:14][CH2:13][CH2:12][O:11]1.S([O-])([O-])(=O)=S.[Na+].[Na+]. Given the product [Br:1][CH2:9][C:10]1([C:15]2([C:18]([NH:20][C@@H:21]([C:23]3[CH:24]=[CH:25][CH:26]=[CH:27][CH:28]=3)[CH3:22])=[O:19])[CH2:16][CH2:17]2)[O:14][CH2:13][CH2:12][O:11]1, predict the reactants needed to synthesize it. (8) Given the product [CH3:31][N:32]([CH3:37])[CH2:33][CH2:34][CH2:35][N:19]1[C:18](=[O:23])/[C:17](=[CH:16]/[C:12]2[CH:11]=[C:10]3[C:15](=[CH:14][CH:13]=2)[N:7]([CH2:6][C:5]2[CH:24]=[CH:25][C:2]([F:1])=[CH:3][C:4]=2[C:26]([F:29])([F:27])[F:28])[CH:8]=[CH:9]3)/[S:21][C:20]1=[O:22], predict the reactants needed to synthesize it. The reactants are: [F:1][C:2]1[CH:25]=[CH:24][C:5]([CH2:6][N:7]2[C:15]3[C:10](=[CH:11][C:12](/[CH:16]=[C:17]4/[C:18](=[O:23])[NH:19][C:20](=[O:22])[S:21]/4)=[CH:13][CH:14]=3)[CH:9]=[CH:8]2)=[C:4]([C:26]([F:29])([F:28])[F:27])[CH:3]=1.Cl.[CH3:31][N:32]([CH3:37])[CH2:33][CH2:34][CH2:35]Cl.